This data is from Reaction yield outcomes from USPTO patents with 853,638 reactions. The task is: Predict the reaction yield, written as a fraction of the theoretical maximum amount of product (1.0 means a 100% yield; for example, 0.34 means a 34% yield). (1) The reactants are I.[NH2:2][C:3]1[C:4]([C:11]([NH:13][C:14](=[NH:17])SC)=[O:12])=[N:5][C:6]([Cl:10])=[C:7]([NH2:9])[N:8]=1.[OH:18][C:19]1[CH:24]=[CH:23][C:22]([CH2:25][CH2:26][CH2:27][CH2:28][CH2:29][NH2:30])=[CH:21][CH:20]=1. The catalyst is C1COCC1.CO. The product is [ClH:10].[OH:18][C:19]1[CH:20]=[CH:21][C:22]([CH2:25][CH2:26][CH2:27][CH2:28][CH2:29][NH:30][C:14]([NH:13][C:11]([C:4]2[C:3]([NH2:2])=[N:8][C:7]([NH2:9])=[C:6]([Cl:10])[N:5]=2)=[O:12])=[NH:17])=[CH:23][CH:24]=1. The yield is 0.390. (2) The reactants are [N:1]([C:4]1[N:13]=[CH:12][CH:11]=[C:10]2[C:5]=1[CH:6]=[CH:7][CH:8]=[N:9]2)=[N+]=[N-].O.O.Cl[Sn]Cl.Cl.C([O-])(O)=O.[Na+]. The yield is 0.810. The catalyst is CO. The product is [N:9]1[C:10]2[CH:11]=[CH:12][N:13]=[C:4]([NH2:1])[C:5]=2[CH:6]=[CH:7][CH:8]=1. (3) The reactants are Br[C:2]1[CH:7]=[CH:6][C:5]([C:8](=[C:17]2[CH2:22][C:21]([CH3:24])([CH3:23])[CH2:20][C:19]([CH3:26])([CH3:25])[CH2:18]2)[C:9]2[CH:14]=[CH:13][C:12]([OH:15])=[C:11]([F:16])[CH:10]=2)=[CH:4][CH:3]=1.[C:27]([O:31][CH2:32][CH3:33])(=[O:30])[CH:28]=[CH2:29].CCN(CC)CC.CN(C=O)C. The catalyst is Cl[Pd](Cl)([P](C1C=CC=CC=1)(C1C=CC=CC=1)C1C=CC=CC=1)[P](C1C=CC=CC=1)(C1C=CC=CC=1)C1C=CC=CC=1.CCOC(C)=O.O. The product is [F:16][C:11]1[CH:10]=[C:9]([C:8](=[C:17]2[CH2:18][C:19]([CH3:26])([CH3:25])[CH2:20][C:21]([CH3:23])([CH3:24])[CH2:22]2)[C:5]2[CH:6]=[CH:7][C:2](/[CH:29]=[CH:28]/[C:27]([O:31][CH2:32][CH3:33])=[O:30])=[CH:3][CH:4]=2)[CH:14]=[CH:13][C:12]=1[OH:15]. The yield is 0.680. (4) The reactants are [CH:1]([C:3]1[CH:4]=[C:5]2[C:9](=[CH:10][CH:11]=1)[NH:8][CH:7]=[CH:6]2)=O.[C:23]([O:22][C:20](O[C:20]([O:22][C:23]([CH3:26])([CH3:25])[CH3:24])=[O:21])=[O:21])([CH3:26])([CH3:25])[CH3:24].Cl.[CH3:28][O:29][C:30]1([O:36][CH3:37])[CH2:35][CH2:34][NH:33][CH2:32][CH2:31]1.C(N(CC)CC)C.C(O)(=O)C.C(O[BH-](OC(=O)C)OC(=O)C)(=O)C.[Na+]. The catalyst is C(#N)C.CN(C1C=CN=CC=1)C. The product is [CH3:28][O:29][C:30]1([O:36][CH3:37])[CH2:35][CH2:34][N:33]([CH2:1][C:3]2[CH:4]=[C:5]3[C:9](=[CH:10][CH:11]=2)[N:8]([C:20]([O:22][C:23]([CH3:24])([CH3:25])[CH3:26])=[O:21])[CH:7]=[CH:6]3)[CH2:32][CH2:31]1. The yield is 0.390. (5) The reactants are [CH2:1]([O:3][C:4](=[O:20])[C:5](=[O:19])[CH2:6][C:7]([C:10]1[C:18]2[O:17][CH2:16][O:15][C:14]=2[CH:13]=[CH:12][CH:11]=1)([CH3:9])[CH3:8])[CH3:2].[F:21][C:22]([Si](C)(C)C)([F:24])[F:23].[F-].C([N+](CCCC)(CCCC)CCCC)CCC. The catalyst is O1CCCC1.C(OCC)(=O)C.CCCCCC. The product is [CH2:1]([O:3][C:4](=[O:20])[C:5]([OH:19])([C:22]([F:24])([F:23])[F:21])[CH2:6][C:7]([C:10]1[C:18]2[O:17][CH2:16][O:15][C:14]=2[CH:13]=[CH:12][CH:11]=1)([CH3:9])[CH3:8])[CH3:2]. The yield is 0.860. (6) The reactants are Br[C:2]1[CH:3]=[CH:4][C:5]([N+:8]([O-:10])=[O:9])=[N:6][CH:7]=1.[CH3:11][C@@H:12]1[CH2:17][NH:16][CH2:15][CH2:14][N:13]1[C:18]([O:20][C:21]([CH3:24])([CH3:23])[CH3:22])=[O:19].C(=O)([O-])[O-].[K+].[K+]. The catalyst is CS(C)=O. The product is [CH3:11][C@@H:12]1[CH2:17][N:16]([C:2]2[CH:7]=[N:6][C:5]([N+:8]([O-:10])=[O:9])=[CH:4][CH:3]=2)[CH2:15][CH2:14][N:13]1[C:18]([O:20][C:21]([CH3:22])([CH3:24])[CH3:23])=[O:19]. The yield is 0.500.